From a dataset of Forward reaction prediction with 1.9M reactions from USPTO patents (1976-2016). Predict the product of the given reaction. (1) Given the reactants [CH2:1]([OH:11])[CH2:2][CH2:3][CH2:4][CH2:5][CH2:6][CH2:7][CH2:8][CH2:9][CH3:10].C[O-].[Na+:14], predict the reaction product. The product is: [CH3:10][CH2:9][CH2:8][CH2:7][CH2:6][CH2:5][CH2:4][CH2:3][CH2:2][CH2:1][O-:11].[Na+:14]. (2) The product is: [I:27][C:7]1[C:6]([C:9]2[S:10][CH:11]=[CH:12][CH:13]=2)=[N:5][N:4]([CH2:1][CH2:2][CH3:3])[CH:8]=1. Given the reactants [CH2:1]([N:4]1[CH:8]=[CH:7][C:6]([C:9]2[S:10][CH:11]=[CH:12][CH:13]=2)=[N:5]1)[CH2:2][CH3:3].C(N1C(C2SC=CC=2)=CC=N1)CC.[I:27]N1C(=O)CCC1=O.S([O-])([O-])(=O)=S.[Na+].[Na+].C(=O)([O-])[O-].[Na+].[Na+], predict the reaction product.